The task is: Predict the product of the given reaction.. This data is from Forward reaction prediction with 1.9M reactions from USPTO patents (1976-2016). (1) Given the reactants [C:1]([O:5][C:6]([NH:8][C@@H:9]([CH:13]1[CH2:18][CH2:17][CH2:16][CH2:15][CH2:14]1)[C:10]([OH:12])=O)=[O:7])([CH3:4])([CH3:3])[CH3:2].C1C=CC2N(O)N=NC=2C=1.CN(C(ON1N=NC2C=CC=CC1=2)=[N+](C)C)C.F[P-](F)(F)(F)(F)F.[NH:53]1[CH2:57][CH2:56][CH2:55][C@H:54]1[C:58]1[CH:63]=[CH:62][N:61]=[C:60]([N:64]2[C:68]3[CH:69]=[CH:70][CH:71]=[CH:72][C:67]=3[N:66]=[CH:65]2)[CH:59]=1.C(N(C(C)C)CC)(C)C, predict the reaction product. The product is: [C:1]([O:5][C:6](=[O:7])[NH:8][C@@H:9]([CH:13]1[CH2:18][CH2:17][CH2:16][CH2:15][CH2:14]1)[C:10]([N:53]1[CH2:57][CH2:56][CH2:55][C@H:54]1[C:58]1[CH:63]=[CH:62][N:61]=[C:60]([N:64]2[C:68]3[CH:69]=[CH:70][CH:71]=[CH:72][C:67]=3[N:66]=[CH:65]2)[CH:59]=1)=[O:12])([CH3:2])([CH3:3])[CH3:4]. (2) Given the reactants [N+:1]([C:4]1[CH:23]=[CH:22][CH:21]=[CH:20][C:5]=1[O:6][CH2:7][CH2:8][O:9][CH2:10][CH2:11][O:12][CH2:13][CH2:14]OS(C)(=O)=O)([O-:3])=[O:2].[CH3:24][NH2:25], predict the reaction product. The product is: [CH3:24][NH:25][CH2:14][CH2:13][O:12][CH2:11][CH2:10][O:9][CH2:8][CH2:7][O:6][C:5]1[CH:20]=[CH:21][CH:22]=[CH:23][C:4]=1[N+:1]([O-:3])=[O:2].